Dataset: Full USPTO retrosynthesis dataset with 1.9M reactions from patents (1976-2016). Task: Predict the reactants needed to synthesize the given product. (1) Given the product [O:18]1[C:22]2[CH:23]=[CH:24][C:25]([CH:27]([C:2]3[CH:7]=[CH:6][C:5]([O:8][CH3:9])=[C:4]([O:10][CH2:11][CH3:12])[CH:3]=3)[OH:28])=[CH:26][C:21]=2[CH:20]=[CH:19]1, predict the reactants needed to synthesize it. The reactants are: Br[C:2]1[CH:7]=[CH:6][C:5]([O:8][CH3:9])=[C:4]([O:10][CH2:11][CH3:12])[CH:3]=1.C([Li])CCC.[O:18]1[C:22]2[CH:23]=[CH:24][C:25]([CH:27]=[O:28])=[CH:26][C:21]=2[CH:20]=[CH:19]1.C(O)(C)C. (2) Given the product [Cl:22][C:19]1[CH:20]=[CH:21][C:16]([C:13]([C:10]2[N:9]([C:25]3[CH:30]=[CH:29][C:28]([F:31])=[CH:27][CH:26]=3)[C:8]([S:7][CH2:6][C:5]3[C:32]([F:34])=[CH:33][C:2]([C:40]#[C:39][CH2:38][N:37]([CH3:41])[CH3:36])=[CH:3][C:4]=3[F:35])=[N:12][CH:11]=2)([CH3:15])[CH3:14])=[CH:17][C:18]=1[O:23][CH3:24], predict the reactants needed to synthesize it. The reactants are: Br[C:2]1[CH:33]=[C:32]([F:34])[C:5]([CH2:6][S:7][C:8]2[N:9]([C:25]3[CH:30]=[CH:29][C:28]([F:31])=[CH:27][CH:26]=3)[C:10]([C:13]([C:16]3[CH:21]=[CH:20][C:19]([Cl:22])=[C:18]([O:23][CH3:24])[CH:17]=3)([CH3:15])[CH3:14])=[CH:11][N:12]=2)=[C:4]([F:35])[CH:3]=1.[CH3:36][N:37]([CH3:41])[CH2:38][C:39]#[CH:40].N1CCCC1.